From a dataset of Reaction yield outcomes from USPTO patents with 853,638 reactions. Predict the reaction yield, written as a fraction of the theoretical maximum amount of product (1.0 means a 100% yield; for example, 0.34 means a 34% yield). (1) The reactants are [NH2:1][C:2]1[CH:12]=[C:11]([F:13])[C:5]2[N:6]([CH3:10])[C:7](=[O:9])[O:8][C:4]=2[CH:3]=1.[CH3:14][O:15][C:16]([C@@H:18]1[O:20][CH2:19]1)=[O:17].FC(F)(F)S([O-])(=O)=O.[Li+]. The catalyst is C(#N)C. The product is [F:13][C:11]1[C:5]2[N:6]([CH3:10])[C:7](=[O:9])[O:8][C:4]=2[CH:3]=[C:2]([NH:1][CH2:19][C@@H:18]([OH:20])[C:16]([O:15][CH3:14])=[O:17])[CH:12]=1. The yield is 0.600. (2) The reactants are C1(P(=[O:20])(C2C=CC=CC=2)C2C=CC=CC=2)C=CC=CC=1.FC(F)(F)S(OS(C(F)(F)F)(=O)=O)(=O)=O.C([S:43][CH:44]([CH2:73][N:74]1[CH2:79][CH2:78][S:77][CH2:76][CH2:75]1)[CH2:45][NH:46][C:47]([C:49]1[NH:50][C:51]2[C:56]([CH:57]=1)=[CH:55][C:54]([O:58][CH2:59][CH2:60][O:61][CH3:62])=[CH:53][C:52]=2[NH:63][S:64]([C:67]1[CH:72]=[CH:71][CH:70]=[CH:69][N:68]=1)(=[O:66])=[O:65])=O)C1C=CC=CC=1.C1(SC)C=CC=CC=1.OOS([O-])=O.[K+].S([O-])([O-])=O.[Na+].[Na+]. The catalyst is ClCCl.O1CCCC1.O.C(O)C. The product is [CH3:62][O:61][CH2:60][CH2:59][O:58][C:54]1[CH:55]=[C:56]2[C:51](=[C:52]([NH:63][S:64]([C:67]3[CH:72]=[CH:71][CH:70]=[CH:69][N:68]=3)(=[O:66])=[O:65])[CH:53]=1)[NH:50][C:49]([C:47]1[S:43][CH:44]([CH2:73][N:74]3[CH2:75][CH2:76][S:77](=[O:20])[CH2:78][CH2:79]3)[CH2:45][N:46]=1)=[CH:57]2. The yield is 0.0610. (3) The yield is 0.880. The catalyst is C1COCC1. The reactants are [CH:1]([O:4][C:5]([N:7]1[CH:12]([CH2:13][CH3:14])[CH2:11][CH:10]([N:15]([CH2:23][C:24]2[CH:29]=[C:28]([C:30]([F:33])([F:32])[F:31])[CH:27]=[C:26]([Cl:34])[CH:25]=2)[C:16]2[N:21]=[CH:20][C:19]([OH:22])=[CH:18][N:17]=2)[CH2:9][CH:8]1[CH2:35][CH3:36])=[O:6])([CH3:3])[CH3:2].[CH3:37][O:38][CH2:39][CH2:40]O.C1(P(C2C=CC=CC=2)C2C=CC=CC=2)C=CC=CC=1.CCOC(/N=N/C(OCC)=O)=O. The product is [CH:1]([O:4][C:5]([N:7]1[CH:12]([CH2:13][CH3:14])[CH2:11][CH:10]([N:15]([CH2:23][C:24]2[CH:29]=[C:28]([C:30]([F:32])([F:31])[F:33])[CH:27]=[C:26]([Cl:34])[CH:25]=2)[C:16]2[N:17]=[CH:18][C:19]([O:22][CH2:40][CH2:39][O:38][CH3:37])=[CH:20][N:21]=2)[CH2:9][CH:8]1[CH2:35][CH3:36])=[O:6])([CH3:3])[CH3:2]. (4) The reactants are [CH3:1][C:2]1[O:6][C:5]([C:7]([O:9]C)=[O:8])=[CH:4][C:3]=1[C:11]1[N:15]([CH3:16])[N:14]=[CH:13][CH:12]=1.[Cl:17]N1C(=O)CCC1=O.[OH-].[Na+]. The catalyst is O1CCCC1. The product is [Cl:17][C:12]1[CH:13]=[N:14][N:15]([CH3:16])[C:11]=1[C:3]1[CH:4]=[C:5]([C:7]([OH:9])=[O:8])[O:6][C:2]=1[CH3:1]. The yield is 0.840. (5) The reactants are [NH2:1][N:2]1[CH:6]=[CH:5][CH:4]=[C:3]1[C:7]([NH:9][C:10]1[CH:15]=[CH:14][CH:13]=[CH:12][CH:11]=1)=[O:8].[C:16]([O:20][C:21]([NH:23][C@@H:24]([CH3:28])[C:25](O)=[O:26])=[O:22])([CH3:19])([CH3:18])[CH3:17].CCN=C=NCCCN(C)C.Cl. The catalyst is CN(C)C=O. The product is [O:26]=[C:25]([NH:1][N:2]1[CH:6]=[CH:5][CH:4]=[C:3]1[C:7](=[O:8])[NH:9][C:10]1[CH:15]=[CH:14][CH:13]=[CH:12][CH:11]=1)[C@@H:24]([NH:23][C:21](=[O:22])[O:20][C:16]([CH3:19])([CH3:18])[CH3:17])[CH3:28]. The yield is 0.600. (6) The reactants are [CH3:1][C:2]1[O:3][C:4]([C:14]2[CH:19]=[CH:18][C:17]([S:20]([CH3:23])(=[O:22])=[O:21])=[CH:16][CH:15]=2)=[C:5]([C:7]2[CH:12]=[CH:11][C:10](Br)=[CH:9][CH:8]=2)[N:6]=1.[S:24]1[CH:28]=[CH:27][CH:26]=[C:25]1B(O)O.C([O-])(O)=O.[Na+]. The catalyst is COCCOC.C1C=CC(P(C2C=CC=CC=2)C2C=CC=CC=2)=CC=1.C1C=CC(P(C2C=CC=CC=2)C2C=CC=CC=2)=CC=1.Cl[Pd]Cl. The product is [CH3:1][C:2]1[O:3][C:4]([C:14]2[CH:19]=[CH:18][C:17]([S:20]([CH3:23])(=[O:22])=[O:21])=[CH:16][CH:15]=2)=[C:5]([C:7]2[CH:12]=[CH:11][C:10]([C:25]3[S:24][CH:28]=[CH:27][CH:26]=3)=[CH:9][CH:8]=2)[N:6]=1. The yield is 0.712. (7) The reactants are [CH2:1]([O:3][C:4]([C:6]1[C:7](O)=[CH:8][C:9](=O)[N:10]2[C:14]=1[CH2:13][CH2:12][CH2:11]2)=[O:5])[CH3:2].O=P(Cl)(Cl)[Cl:19]. No catalyst specified. The product is [CH2:1]([O:3][C:4]([C:6]1[C:7]([Cl:19])=[CH:8][CH2:9][N:10]2[C:14]=1[CH2:13][CH2:12][CH2:11]2)=[O:5])[CH3:2]. The yield is 0.535.